Dataset: Forward reaction prediction with 1.9M reactions from USPTO patents (1976-2016). Task: Predict the product of the given reaction. (1) Given the reactants [CH2:1]([P:9]([CH2:19][CH2:20][CH2:21][CH2:22][C:23]([OH:25])=[O:24])([CH2:11][CH2:12][CH2:13][CH2:14][CH2:15][CH2:16][CH2:17][CH3:18])=[O:10])[CH2:2][CH2:3][CH2:4][CH2:5][CH2:6][CH2:7][CH3:8].[CH:35]1(N=C=N[CH:35]2[CH2:40][CH2:39][CH2:38][CH2:37][CH2:36]2)[CH2:40][CH2:39][CH2:38][CH2:37][CH2:36]1, predict the reaction product. The product is: [CH2:1]([P:9]([CH2:19][CH2:20][CH2:21][CH2:22][C:23]([O:25][C:23](=[O:24])[CH2:22][CH2:21][CH2:20][CH2:19][P:9]([CH2:11][CH2:12][CH2:36][CH2:37][CH2:38][CH2:39][CH2:40][CH3:35])([CH2:1][CH2:2][CH2:3][CH2:4][CH2:5][CH2:6][CH2:7][CH3:8])=[O:10])=[O:24])([CH2:11][CH2:12][CH2:13][CH2:14][CH2:15][CH2:16][CH2:17][CH3:18])=[O:10])[CH2:2][CH2:3][CH2:4][CH2:5][CH2:6][CH2:7][CH3:8]. (2) Given the reactants C([Si](C)(C)[O:6][CH2:7][CH2:8][NH:9][C:10]1[CH:15]=[C:14]([CH:16]([OH:39])[C:17]2[C:22]([NH:23][S:24]([C:27]3[CH:32]=[CH:31][C:30]([CH3:33])=[C:29]([C:34]([F:37])([F:36])[F:35])[CH:28]=3)(=[O:26])=[O:25])=[CH:21][C:20]([Cl:38])=[CH:19][N:18]=2)[CH:13]=[CH:12][N:11]=1)(C)(C)C, predict the reaction product. The product is: [Cl:38][C:20]1[CH:21]=[C:22]([NH:23][S:24]([C:27]2[CH:32]=[CH:31][C:30]([CH3:33])=[C:29]([C:34]([F:35])([F:36])[F:37])[CH:28]=2)(=[O:26])=[O:25])[C:17]([C:16]([C:14]2[CH:13]=[CH:12][N:11]=[C:10]([NH:9][CH2:8][CH2:7][OH:6])[CH:15]=2)=[O:39])=[N:18][CH:19]=1. (3) The product is: [CH3:1][O:2][C:3](=[O:16])[C:4]1[CH:9]=[C:8]([NH2:10])[C:7]([NH2:13])=[CH:6][C:5]=1[O:14][CH3:15]. Given the reactants [CH3:1][O:2][C:3](=[O:16])[C:4]1[CH:9]=[C:8]([N+:10]([O-])=O)[C:7]([NH2:13])=[CH:6][C:5]=1[O:14][CH3:15], predict the reaction product. (4) Given the reactants [NH2:1][C:2]1[C:14]([C:15]([O:17][CH3:18])=[O:16])=[C:6]2[O:7][CH2:8][C@H:9]3[CH2:13][CH2:12][CH2:11][N:10]3[C:5]2=[CH:4][CH:3]=1.NC1C(C(OC)=O)=C(OC[C@@H]2CCCN2)C(Br)=CC=1, predict the reaction product. The product is: [NH2:1][C:2]1[C:14]([C:15]([O:17][CH3:18])=[O:16])=[C:6]2[O:7][CH2:8][C@@H:9]3[CH2:13][CH2:12][CH2:11][N:10]3[C:5]2=[CH:4][CH:3]=1.